Dataset: Catalyst prediction with 721,799 reactions and 888 catalyst types from USPTO. Task: Predict which catalyst facilitates the given reaction. The catalyst class is: 20. Product: [CH2:1]([O:5][C:6]1[CH:11]=[C:10]([CH2:12][OH:13])[CH:9]=[CH:8][C:7]=1[C:19]1[CH:24]=[C:23]([O:25][CH3:26])[CH:22]=[CH:21][C:20]=1[F:27])[CH2:2][CH2:3][CH3:4]. Reactant: [CH2:1]([O:5][C:6]1[CH:11]=[C:10]([C:12](OCCCC)=[O:13])[CH:9]=[CH:8][C:7]=1[C:19]1[CH:24]=[C:23]([O:25][CH3:26])[CH:22]=[CH:21][C:20]=1[F:27])[CH2:2][CH2:3][CH3:4].[H-].[H-].[H-].[H-].[Li+].[Al+3].